Dataset: Full USPTO retrosynthesis dataset with 1.9M reactions from patents (1976-2016). Task: Predict the reactants needed to synthesize the given product. Given the product [Cl:10][C:11]1[C:12]([C:19]#[N:20])=[N:13][CH:14]=[C:15]([Cl:18])[C:16]=1[O:7][CH:5]([CH3:6])[C:4]([F:9])([F:8])[F:3], predict the reactants needed to synthesize it. The reactants are: [H-].[Na+].[F:3][C:4]([F:9])([F:8])[CH:5]([OH:7])[CH3:6].[Cl:10][C:11]1[C:12]([C:19]#[N:20])=[N:13][CH:14]=[C:15]([Cl:18])[C:16]=1Cl.[Cl-].[NH4+].